This data is from Peptide-MHC class II binding affinity with 134,281 pairs from IEDB. The task is: Regression. Given a peptide amino acid sequence and an MHC pseudo amino acid sequence, predict their binding affinity value. This is MHC class II binding data. (1) The peptide sequence is PTSYTSVGPDSGRLK. The MHC is DRB1_0101 with pseudo-sequence DRB1_0101. The binding affinity (normalized) is 0.314. (2) The peptide sequence is LLKLTVAVGLHFHEM. The MHC is DRB1_0301 with pseudo-sequence DRB1_0301. The binding affinity (normalized) is 0.808. (3) The peptide sequence is WKVRLLPVPPTVTVF. The MHC is HLA-DPA10201-DPB11401 with pseudo-sequence HLA-DPA10201-DPB11401. The binding affinity (normalized) is 0.611. (4) The peptide sequence is QVHFQPLPPAVVKLS. The MHC is DRB1_0101 with pseudo-sequence DRB1_0101. The binding affinity (normalized) is 0.829.